Dataset: Reaction yield outcomes from USPTO patents with 853,638 reactions. Task: Predict the reaction yield, written as a fraction of the theoretical maximum amount of product (1.0 means a 100% yield; for example, 0.34 means a 34% yield). The reactants are [CH3:1][C:2]1[C:7]([O:8][C:9]2[C:10]([NH:22][C:23]3[S:27][N:26]=[C:25]([C@H:28]4[C:32]([CH3:34])([CH3:33])[O:31]C(C)(C)[O:29]4)[N:24]=3)=[N:11][CH:12]=[C:13]([S:15][C:16]3[CH:21]=[CH:20][CH:19]=[CH:18][N:17]=3)[CH:14]=2)=[CH:6][CH:5]=[CH:4][N:3]=1.[ClH:37]. The catalyst is CCO. The product is [ClH:37].[CH3:34][C:32]([OH:31])([CH3:33])[C@H:28]([C:25]1[N:24]=[C:23]([NH:22][C:10]2[C:9]([O:8][C:7]3[C:2]([CH3:1])=[N:3][CH:4]=[CH:5][CH:6]=3)=[CH:14][C:13]([S:15][C:16]3[CH:21]=[CH:20][CH:19]=[CH:18][N:17]=3)=[CH:12][N:11]=2)[S:27][N:26]=1)[OH:29]. The yield is 0.776.